This data is from Full USPTO retrosynthesis dataset with 1.9M reactions from patents (1976-2016). The task is: Predict the reactants needed to synthesize the given product. (1) Given the product [Br:1][C:2]1[CH:3]=[C:4]2[C:9](=[CH:10][CH:11]=1)[O:8][CH:7]([C:12]1[CH:17]=[CH:16][CH:15]=[CH:14][C:13]=1[CH3:18])[CH2:6][CH:5]2[OH:19], predict the reactants needed to synthesize it. The reactants are: [Br:1][C:2]1[CH:3]=[C:4]2[C:9](=[CH:10][CH:11]=1)[O:8][CH:7]([C:12]1[CH:17]=[CH:16][CH:15]=[CH:14][C:13]=1[CH3:18])[CH2:6][C:5]2=[O:19].O1CCCC1.B.Cl. (2) Given the product [CH3:23][O:24][N:25]=[C:2]1[C:11]2[C:6](=[N:7][CH:8]=[CH:9][CH:10]=2)[O:5][CH:4]([C:12]2[CH:13]=[C:14]([CH:19]=[CH:20][CH:21]=2)[C:15]([O:17][CH3:18])=[O:16])[CH2:3]1, predict the reactants needed to synthesize it. The reactants are: O=[C:2]1[C:11]2[C:6](=[N:7][CH:8]=[CH:9][CH:10]=2)[O:5][CH:4]([C:12]2[CH:13]=[C:14]([CH:19]=[CH:20][CH:21]=2)[C:15]([O:17][CH3:18])=[O:16])[CH2:3]1.Cl.[CH3:23][O:24][NH2:25]. (3) Given the product [CH3:45][O:47][C:48](=[O:62])[CH2:49][CH2:50][CH2:51][CH2:52][CH2:53][CH2:54][CH2:55][CH2:56][CH2:57][CH2:58][C:59](=[O:60])[NH:37][C:36]1[CH:35]=[C:34]([NH2:38])[CH:33]=[C:32]([CH3:41])[C:31]=1[C:27]1[CH:28]=[CH:29][CH:30]=[C:25]([S:22]([C:20]2[CH:21]=[C:17]([C:15]([NH:14][C:13]([O:12][C:8]([CH3:11])([CH3:10])[CH3:9])=[O:44])=[NH:16])[S:18][C:19]=2[S:42][CH3:43])(=[O:24])=[O:23])[CH:26]=1, predict the reactants needed to synthesize it. The reactants are: C(N(CC)CC)C.[C:8]([O:12][C:13](=[O:44])[NH:14][C:15]([C:17]1[S:18][C:19]([S:42][CH3:43])=[C:20]([S:22]([C:25]2[CH:26]=[C:27]([C:31]3[C:36]([NH2:37])=[CH:35][C:34]([N+:38]([O-])=O)=[CH:33][C:32]=3[CH3:41])[CH:28]=[CH:29][CH:30]=2)(=[O:24])=[O:23])[CH:21]=1)=[NH:16])([CH3:11])([CH3:10])[CH3:9].[CH2:45]([O:47][C:48](=[O:62])[CH2:49][CH2:50][CH2:51][CH2:52][CH2:53][CH2:54][CH2:55][CH2:56][CH2:57][CH2:58][C:59](Cl)=[O:60])C.C([O-])(O)=O.[Na+].[NH4+].[Cl-]. (4) Given the product [CH2:30]([C:32]1[CH:38]=[CH:37][C:35]([N:36]2[CH2:13][CH2:12][C:6]3([CH2:7][CH2:8][N:9]([S:26]([C:21]4[CH:22]=[CH:23][CH:24]=[CH:25][C:20]=4[S:17]([CH3:16])(=[O:19])=[O:18])(=[O:28])=[O:27])[CH2:10][CH2:11]3)[C:4]2=[O:5])=[CH:34][CH:33]=1)[CH3:31], predict the reactants needed to synthesize it. The reactants are: C(O[C:4]([C:6]1([CH2:12][CH2:13]OC)[CH2:11][CH2:10][NH:9][CH2:8][CH2:7]1)=[O:5])C.[CH3:16][S:17]([C:20]1[CH:25]=[CH:24][CH:23]=[CH:22][C:21]=1[S:26](Cl)(=[O:28])=[O:27])(=[O:19])=[O:18].[CH2:30]([C:32]1[CH:38]=[CH:37][C:35]([NH2:36])=[CH:34][CH:33]=1)[CH3:31]. (5) Given the product [NH2:1][C:2]1[C:7]([C:8]#[N:9])=[C:6]([C:10]2[CH:15]=[CH:14][C:13]([O:16][CH:17]3[CH2:21][CH2:20][O:19][CH2:18]3)=[CH:12][CH:11]=2)[C:5]([C:22]#[N:23])=[C:4]([S:24][CH2:26][C:27]2[N:28]=[C:29]([C:32]3[CH:37]=[CH:36][C:35]([Cl:38])=[CH:34][CH:33]=3)[S:30][CH:31]=2)[N:3]=1, predict the reactants needed to synthesize it. The reactants are: [NH2:1][C:2]1[C:7]([C:8]#[N:9])=[C:6]([C:10]2[CH:15]=[CH:14][C:13]([O:16][CH:17]3[CH2:21][CH2:20][O:19][CH2:18]3)=[CH:12][CH:11]=2)[C:5]([C:22]#[N:23])=[C:4]([SH:24])[N:3]=1.Cl[CH2:26][C:27]1[N:28]=[C:29]([C:32]2[CH:37]=[CH:36][C:35]([Cl:38])=[CH:34][CH:33]=2)[S:30][CH:31]=1.C(=O)(O)[O-].[Na+]. (6) Given the product [CH3:37][N:38]([CH3:39])[C:18]([C@@H:15]1[CH2:14][C@H:13]([N:11]2[CH:12]=[C:8]([C:5]3[CH:6]=[N:7][C:2]([NH2:1])=[C:3]([C:21]4[N:22]=[CH:23][C:24]5[C:29]([CH:30]=4)=[C:28]([Cl:31])[CH:27]=[CH:26][C:25]=5[F:32])[CH:4]=3)[CH:9]=[N:10]2)[CH2:17][NH:16]1)=[O:20], predict the reactants needed to synthesize it. The reactants are: [NH2:1][C:2]1[N:7]=[CH:6][C:5]([C:8]2[CH:9]=[N:10][N:11]([C@@H:13]3[CH2:17][NH:16][C@H:15]([C:18]([OH:20])=O)[CH2:14]3)[CH:12]=2)=[CH:4][C:3]=1[C:21]1[N:22]=[CH:23][C:24]2[C:29]([CH:30]=1)=[C:28]([Cl:31])[CH:27]=[CH:26][C:25]=2[F:32].C(Cl)Cl.Cl.[CH3:37][NH:38][CH3:39].CCN(C(C)C)C(C)C.CN(C(ON1N=NC2C=CC=CC1=2)=[N+](C)C)C.[B-](F)(F)(F)F.